Dataset: Forward reaction prediction with 1.9M reactions from USPTO patents (1976-2016). Task: Predict the product of the given reaction. (1) Given the reactants [CH:1]([C:4]1[CH:11]=[CH:10][C:7]([CH2:8][OH:9])=[CH:6][CH:5]=1)([CH3:3])[CH3:2].[C:12](N1C=CN=C1)(N1C=CN=C1)=[O:13].[CH2:24]([O:31][C:32](=[O:49])[C:33]([CH3:48])([O:35][C:36]1[CH:41]=[CH:40][CH:39]=[C:38]([CH:42]2[CH2:47][CH2:46][CH2:45][NH:44][CH2:43]2)[CH:37]=1)[CH3:34])[C:25]1[CH:30]=[CH:29][CH:28]=[CH:27][CH:26]=1.Cl, predict the reaction product. The product is: [CH:1]([C:4]1[CH:5]=[CH:6][C:7]([CH2:8][O:9][C:12]([N:44]2[CH2:45][CH2:46][CH2:47][CH:42]([C:38]3[CH:39]=[CH:40][CH:41]=[C:36]([O:35][C:33]([C:32]([O:31][CH2:24][C:25]4[CH:30]=[CH:29][CH:28]=[CH:27][CH:26]=4)=[O:49])([CH3:34])[CH3:48])[CH:37]=3)[CH2:43]2)=[O:13])=[CH:10][CH:11]=1)([CH3:3])[CH3:2]. (2) Given the reactants O.[OH-].[Li+].[Cl:4][C:5]1[CH:10]=[CH:9][C:8](/[C:11](=[N:22]\[O:23][CH2:24][C:25]2[CH:30]=[CH:29][C:28]([O:31][CH2:32][C:33]3[N:34]=[C:35]([C:39]4[CH:44]=[CH:43][CH:42]=[CH:41][CH:40]=4)[O:36][C:37]=3[CH3:38])=[CH:27][CH:26]=2)/[CH2:12][CH2:13][CH2:14][CH2:15][CH2:16][CH2:17][C:18]([O:20]C)=[O:19])=[CH:7][CH:6]=1.O.Cl, predict the reaction product. The product is: [Cl:4][C:5]1[CH:6]=[CH:7][C:8](/[C:11](=[N:22]\[O:23][CH2:24][C:25]2[CH:30]=[CH:29][C:28]([O:31][CH2:32][C:33]3[N:34]=[C:35]([C:39]4[CH:40]=[CH:41][CH:42]=[CH:43][CH:44]=4)[O:36][C:37]=3[CH3:38])=[CH:27][CH:26]=2)/[CH2:12][CH2:13][CH2:14][CH2:15][CH2:16][CH2:17][C:18]([OH:20])=[O:19])=[CH:9][CH:10]=1. (3) Given the reactants [NH2:1][C:2]1[CH:3]=[CH:4][C:5]2[C:10](=[O:11])[O:9][N:8]=[C:7]([CH3:12])[C:6]=2[CH:13]=1.[C:14]1([C:20]2([CH2:23][C:24](=[O:28])[C:25](O)=[O:26])[CH2:22][CH2:21]2)[CH:19]=[CH:18][CH:17]=[CH:16][CH:15]=1, predict the reaction product. The product is: [C:14]1([C:20]2([CH2:23][C:24](=[O:28])[C:25]([NH:1][C:2]3[CH:3]=[CH:4][C:5]4[C:10](=[O:11])[O:9][N:8]=[C:7]([CH3:12])[C:6]=4[CH:13]=3)=[O:26])[CH2:21][CH2:22]2)[CH:19]=[CH:18][CH:17]=[CH:16][CH:15]=1.